Dataset: Tox21: 12 toxicity assays (nuclear receptors and stress response pathways). Task: Binary classification across 12 toxicity assays. (1) The molecule is CCCCCC[n+]1ccccc1. It tested positive (active) for: SR-ARE (Antioxidant Response Element (oxidative stress)). (2) The compound is c1ccc(SCCSc2ccccc2)cc1. It tested positive (active) for: NR-ER (Estrogen Receptor agonist activity). (3) The molecule is C=CC(=O)OCCCCCC(C)C. It tested positive (active) for: NR-ER (Estrogen Receptor agonist activity). (4) The molecule is C#C[C@]1(O)CC[C@H]2[C@@H]3CCC4=CC(=O)CC[C@@H]4[C@H]3CC[C@@]21CC. It tested positive (active) for: NR-AR (Androgen Receptor agonist activity), NR-AR-LBD (Androgen Receptor Ligand Binding Domain agonist), NR-ER (Estrogen Receptor agonist activity), and NR-ER-LBD (Estrogen Receptor Ligand Binding Domain agonist).